Dataset: Forward reaction prediction with 1.9M reactions from USPTO patents (1976-2016). Task: Predict the product of the given reaction. Given the reactants [CH2:1]([O:3][C:4](=[O:31])[CH2:5][CH2:6][C:7]1[CH:12]=[CH:11][C:10]([O:13][C:14]2[CH:19]=[CH:18][CH:17]=[CH:16][C:15]=2[CH2:20][CH2:21][NH:22]C(OC(C)(C)C)=O)=[CH:9][C:8]=1[CH3:30])[CH3:2].Cl, predict the reaction product. The product is: [CH2:1]([O:3][C:4](=[O:31])[CH2:5][CH2:6][C:7]1[CH:12]=[CH:11][C:10]([O:13][C:14]2[CH:19]=[CH:18][CH:17]=[CH:16][C:15]=2[CH2:20][CH2:21][NH2:22])=[CH:9][C:8]=1[CH3:30])[CH3:2].